From a dataset of Full USPTO retrosynthesis dataset with 1.9M reactions from patents (1976-2016). Predict the reactants needed to synthesize the given product. (1) Given the product [CH3:1][C:2]([S:7][C:8]1[S:12][C:11]([NH:13][C:14]([N:16]([C@H:25]2[CH2:30][CH2:29][C@H:28]([CH3:31])[CH2:27][CH2:26]2)[CH2:17][CH2:18][CH2:35][C:36]2[CH:41]=[CH:40][CH:39]=[CH:38][CH:37]=2)=[O:15])=[N:10][CH:9]=1)([CH3:6])[C:3]([OH:5])=[O:4], predict the reactants needed to synthesize it. The reactants are: [CH3:1][C:2]([S:7][C:8]1[S:12][C:11]([NH:13][C:14]([N:16]([C@H:25]2[CH2:30][CH2:29][C@H:28]([CH3:31])[CH2:27][CH2:26]2)[CH2:17][CH2:18]C2C=CC=CC=2)=[O:15])=[N:10][CH:9]=1)([CH3:6])[C:3]([OH:5])=[O:4].BrCC[CH2:35][C:36]1[CH:41]=[CH:40][CH:39]=[CH:38][CH:37]=1.C(OC(=O)C(SC1SC(N)=NC=1)(C)C)C. (2) The reactants are: [CH:1]12[O:12][CH:4]([CH:5]([S:7]([O:10][CH3:11])(=[O:9])=[O:8])[CH2:6]1)[CH:3]=[CH:2]2.ClC1C=CC=C(C(OO)=[O:21])C=1.S([O-])([O-])=O.[Na+].[Na+]. Given the product [O:21]1[C:3]2[CH:4]3[O:12][CH:1]([CH2:6][CH:5]3[S:7]([O:10][CH3:11])(=[O:8])=[O:9])[C:2]1=2, predict the reactants needed to synthesize it. (3) Given the product [CH:1]([N:4]([CH2:17][CH2:18][CH2:19][CH:20]=[CH2:21])[C:5]([NH:7][C@H:8]([C:13]([OH:15])=[O:14])[C:9]([CH3:12])([CH3:11])[CH3:10])=[O:6])([CH3:2])[CH3:3], predict the reactants needed to synthesize it. The reactants are: [CH:1]([N:4]([CH2:17][CH2:18][CH2:19][CH:20]=[CH2:21])[C:5]([NH:7][C@H:8]([C:13]([O:15]C)=[O:14])[C:9]([CH3:12])([CH3:11])[CH3:10])=[O:6])([CH3:3])[CH3:2].O.[Li+].[OH-]. (4) Given the product [C:18]([O:24][CH2:25][N:8]1[C:4]2[N:5]=[N:6][CH:7]=[C:2]([Cl:1])[C:3]=2[CH:10]=[CH:9]1)(=[O:23])[C:19]([CH3:22])([CH3:21])[CH3:20], predict the reactants needed to synthesize it. The reactants are: [Cl:1][C:2]1[C:3]2[CH:10]=[CH:9][NH:8][C:4]=2[N:5]=[N:6][CH:7]=1.C(N(CC)CC)C.[C:18]([O:24][CH2:25]Cl)(=[O:23])[C:19]([CH3:22])([CH3:21])[CH3:20].